From a dataset of Full USPTO retrosynthesis dataset with 1.9M reactions from patents (1976-2016). Predict the reactants needed to synthesize the given product. Given the product [C:8]1([CH2:16][N:17]2[C:1](=[O:7])[CH:2]=[CH:3][C:4]2=[O:5])[CH:13]=[CH:12][CH:11]=[C:10]([CH2:14][N:15]2[C:18](=[O:21])[CH:19]=[CH:24][C:23]2=[O:25])[CH:9]=1, predict the reactants needed to synthesize it. The reactants are: [C:1]1(=[O:7])O[C:4](=[O:5])[CH:3]=[CH:2]1.[C:8]1([CH2:16][NH2:17])[CH:13]=[CH:12][CH:11]=[C:10]([CH2:14][NH2:15])[CH:9]=1.[C:18]([O-:21])(=O)[CH3:19].[Na+].[C:23](OC(=O)C)(=[O:25])[CH3:24].